Dataset: Catalyst prediction with 721,799 reactions and 888 catalyst types from USPTO. Task: Predict which catalyst facilitates the given reaction. Reactant: [CH2:1]([NH:8][CH2:9][C:10]1[CH:15]=[CH:14][CH:13]=[CH:12][CH:11]=1)[C:2]1[CH:7]=[CH:6][CH:5]=[CH:4][CH:3]=1.C(N(CC)CC)C.[CH2:23]([O:25][C:26]([C:28]1[CH:29]=[N:30][C:31](Cl)=[C:32]([N+:35]([O-:37])=[O:36])[C:33]=1[NH2:34])=[O:27])[CH3:24]. Product: [CH2:23]([O:25][C:26]([C:28]1[CH:29]=[N:30][C:31]([N:8]([CH2:1][C:2]2[CH:7]=[CH:6][CH:5]=[CH:4][CH:3]=2)[CH2:9][C:10]2[CH:15]=[CH:14][CH:13]=[CH:12][CH:11]=2)=[C:32]([N+:35]([O-:37])=[O:36])[C:33]=1[NH2:34])=[O:27])[CH3:24]. The catalyst class is: 11.